From a dataset of Catalyst prediction with 721,799 reactions and 888 catalyst types from USPTO. Predict which catalyst facilitates the given reaction. Reactant: [N:1]1([CH2:7][CH2:8][NH:9][C:10]2[N:15]=[C:14]3[N:16](COCC[Si](C)(C)C)[N:17]=[C:18]([C:19]4[CH:24]=[CH:23][CH:22]=[C:21]([NH:25][CH2:26][C:27]5[CH:31]=[CH:30][S:29][CH:28]=5)[CH:20]=4)[C:13]3=[CH:12][N:11]=2)[CH2:6][CH2:5][O:4][CH2:3][CH2:2]1.C(O)(C(F)(F)F)=O. Product: [N:1]1([CH2:7][CH2:8][NH:9][C:10]2[N:15]=[C:14]3[NH:16][N:17]=[C:18]([C:19]4[CH:24]=[CH:23][CH:22]=[C:21]([NH:25][CH2:26][C:27]5[CH:31]=[CH:30][S:29][CH:28]=5)[CH:20]=4)[C:13]3=[CH:12][N:11]=2)[CH2:6][CH2:5][O:4][CH2:3][CH2:2]1. The catalyst class is: 4.